Dataset: Reaction yield outcomes from USPTO patents with 853,638 reactions. Task: Predict the reaction yield, written as a fraction of the theoretical maximum amount of product (1.0 means a 100% yield; for example, 0.34 means a 34% yield). The reactants are [CH:1]1[C:10]2[C:5](=[CH:6][CH:7]=[CH:8][CH:9]=2)[CH:4]=[C:3]([C:11]([OH:13])=O)[N:2]=1.CN(C(ON1N=NC2C=CC=CC1=2)=[N+](C)C)C.F[P-](F)(F)(F)(F)F.[CH3:38][O:39][C:40]([C:42]1[C:50]2[NH:49][C:48]([NH2:51])=[N:47][C:46]=2[CH:45]=[CH:44][CH:43]=1)=[O:41]. No catalyst specified. The product is [CH3:38][O:39][C:40]([C:42]1[C:50]2[N:49]=[C:48]([NH:51][C:11]([C:3]3[N:2]=[CH:1][C:10]4[C:5]([CH:4]=3)=[CH:6][CH:7]=[CH:8][CH:9]=4)=[O:13])[NH:47][C:46]=2[CH:45]=[CH:44][CH:43]=1)=[O:41]. The yield is 0.750.